Predict the reactants needed to synthesize the given product. From a dataset of Full USPTO retrosynthesis dataset with 1.9M reactions from patents (1976-2016). (1) The reactants are: [NH2:1][C:2]1[N:7]=[C:6]([NH:8][CH2:9][CH2:10][OH:11])[C:5]([N+:12]([O-])=O)=[CH:4][N:3]=1. Given the product [NH2:1][C:2]1[N:7]=[C:6]([NH:8][CH2:9][CH2:10][OH:11])[C:5]([NH2:12])=[CH:4][N:3]=1, predict the reactants needed to synthesize it. (2) Given the product [Cl:8][C:7]1[C:2]([NH:69][C:64]2[CH:65]=[CH:66][CH:67]=[CH:68][C:63]=2[O:62][CH3:61])=[N:3][CH:4]=[CH:5][CH:6]=1, predict the reactants needed to synthesize it. The reactants are: Cl[C:2]1[C:7]([Cl:8])=[CH:6][CH:5]=[CH:4][N:3]=1.C1(P(C2C=CC=CC=2)C2C=CC3C(=CC=CC=3)C=2C2C3C(=CC=CC=3)C=CC=2P(C2C=CC=CC=2)C2C=CC=CC=2)C=CC=CC=1.C(=O)([O-])[O-].[K+].[K+].[CH3:61][O:62][C:63]1[C:64]([NH2:69])=[CH:65][CH:66]=[CH:67][CH:68]=1.